Dataset: Catalyst prediction with 721,799 reactions and 888 catalyst types from USPTO. Task: Predict which catalyst facilitates the given reaction. Reactant: [CH3:1][C:2]1[CH:3]=[C:4]([CH:7]=[CH:8][C:9]=1[CH:10]=C)[C:5]#[N:6].[O:12]=[O+][O-].[BH4-].[Na+].O. Product: [OH:12][CH2:10][C:9]1[CH:8]=[CH:7][C:4]([C:5]#[N:6])=[CH:3][C:2]=1[CH3:1]. The catalyst class is: 5.